This data is from Choline transporter screen with 302,306 compounds. The task is: Binary Classification. Given a drug SMILES string, predict its activity (active/inactive) in a high-throughput screening assay against a specified biological target. The molecule is S(=O)(=O)(N1CCN(CC1)Cc1c(O)c(ccc1)C)c1ccc(cc1)C. The result is 0 (inactive).